Dataset: NCI-60 drug combinations with 297,098 pairs across 59 cell lines. Task: Regression. Given two drug SMILES strings and cell line genomic features, predict the synergy score measuring deviation from expected non-interaction effect. Drug 1: CCCCCOC(=O)NC1=NC(=O)N(C=C1F)C2C(C(C(O2)C)O)O. Drug 2: CC(C)CN1C=NC2=C1C3=CC=CC=C3N=C2N. Cell line: SK-MEL-2. Synergy scores: CSS=11.4, Synergy_ZIP=1.15, Synergy_Bliss=-0.860, Synergy_Loewe=-0.113, Synergy_HSA=-4.09.